This data is from Forward reaction prediction with 1.9M reactions from USPTO patents (1976-2016). The task is: Predict the product of the given reaction. (1) Given the reactants CS(C)=O.[CH3:5][C:6]1[CH:7]=[C:8]([OH:20])[C:9]([C:13]2[CH:18]=[CH:17][C:16]([CH3:19])=[CH:15][N:14]=2)=[N:10][C:11]=1[CH3:12].Cl[C:22]1[C:31]2[C:26](=[CH:27][C:28]([O:34][CH3:35])=[C:29]([O:32][CH3:33])[CH:30]=2)[N:25]=[CH:24][N:23]=1.C(=O)([O-])[O-].[Cs+].[Cs+], predict the reaction product. The product is: [CH3:33][O:32][C:29]1[CH:30]=[C:31]2[C:26](=[CH:27][C:28]=1[O:34][CH3:35])[N:25]=[CH:24][N:23]=[C:22]2[O:20][C:8]1[C:9]([C:13]2[CH:18]=[CH:17][C:16]([CH3:19])=[CH:15][N:14]=2)=[N:10][C:11]([CH3:12])=[C:6]([CH3:5])[CH:7]=1. (2) Given the reactants [Cl:1]CCl.C(OC(=O)[N:10]([CH2:22][C:23]([N:25]1[CH2:29][CH2:28][CH2:27][CH:26]1[C:30]#[N:31])=[O:24])[CH:11]1[CH2:18][CH:17]2[CH:13]([CH2:14][C:15]([CH2:20][CH3:21])([OH:19])[CH2:16]2)[CH2:12]1)(C)(C)C.Cl, predict the reaction product. The product is: [ClH:1].[CH2:20]([C:15]1([OH:19])[CH2:16][CH:17]2[CH:13]([CH2:12][CH:11]([NH:10][CH2:22][CH:23]([N:25]3[CH2:29][CH2:28][CH2:27][CH:26]3[C:30]#[N:31])[OH:24])[CH2:18]2)[CH2:14]1)[CH3:21]. (3) Given the reactants [CH3:1][C:2]1[C:6]([CH3:7])=[C:5]([C:8]([OH:10])=O)[NH:4][N:3]=1.F[P-](F)(F)(F)(F)F.N1(O[P+](N2CCCC2)(N2CCCC2)N2CCCC2)C2C=CC=CC=2N=N1.ON1C2C=CC=CC=2N=N1.C(N(CC)C(C)C)(C)C.C(N(CC)CC)C.[CH3:70][C:71]1([CH3:88])[C:75]([CH3:77])([CH3:76])[O:74][B:73]([C:78]2[NH:87][C:81]3=[N:82][CH:83]=[C:84]([NH2:86])[CH:85]=[C:80]3[CH:79]=2)[O:72]1, predict the reaction product. The product is: [CH3:7][C:6]1[C:5]([C:8]([NH:86][C:84]2[CH:85]=[C:80]3[CH:79]=[C:78]([B:73]4[O:74][C:75]([CH3:77])([CH3:76])[C:71]([CH3:88])([CH3:70])[O:72]4)[NH:87][C:81]3=[N:82][CH:83]=2)=[O:10])=[N:4][NH:3][C:2]=1[CH3:1]. (4) Given the reactants Cl[C:2]1[N:7]=[C:6]([N:8]2[CH2:13][CH2:12][CH:11]([OH:14])[CH2:10][CH2:9]2)[CH:5]=[C:4]([C:15]2[CH:20]=[CH:19][CH:18]=[CH:17][CH:16]=2)[N:3]=1.[C:21]1(B(O)O)[CH:26]=[CH:25][CH:24]=[CH:23][CH:22]=1, predict the reaction product. The product is: [C:21]1([C:2]2[N:7]=[C:6]([N:8]3[CH2:13][CH2:12][CH:11]([OH:14])[CH2:10][CH2:9]3)[CH:5]=[C:4]([C:15]3[CH:20]=[CH:19][CH:18]=[CH:17][CH:16]=3)[N:3]=2)[CH:26]=[CH:25][CH:24]=[CH:23][CH:22]=1. (5) Given the reactants N1CCCC1C(O)=O.C(=O)([O-])[O-].[K+].[K+].Br[C:16]1[N:17]=[C:18]2[C:24]([C:25](=[O:30])[C:26]([CH3:29])([CH3:28])[CH3:27])=[CH:23][N:22]([CH2:31][O:32][CH2:33][CH2:34][Si:35]([CH3:38])([CH3:37])[CH3:36])[C:19]2=[N:20][CH:21]=1.[NH:39]1[C:47]2[C:42](=[CH:43][CH:44]=[CH:45][CH:46]=2)[CH:41]=[CH:40]1.C(=O)(O)[O-].[Na+], predict the reaction product. The product is: [N:39]1([C:16]2[N:17]=[C:18]3[C:24]([C:25](=[O:30])[C:26]([CH3:29])([CH3:28])[CH3:27])=[CH:23][N:22]([CH2:31][O:32][CH2:33][CH2:34][Si:35]([CH3:38])([CH3:37])[CH3:36])[C:19]3=[N:20][CH:21]=2)[C:47]2[C:42](=[CH:43][CH:44]=[CH:45][CH:46]=2)[CH:41]=[CH:40]1.